This data is from Full USPTO retrosynthesis dataset with 1.9M reactions from patents (1976-2016). The task is: Predict the reactants needed to synthesize the given product. (1) Given the product [CH2:20]([C@@H:27]1[CH2:28][NH:29][CH2:30][CH2:31][N:32]1[CH2:18][C:10]1[N:9]=[N:8][N:7]([C:1]2[CH:6]=[CH:5][CH:4]=[CH:3][CH:2]=2)[C:11]=1[C:12]1[CH:17]=[CH:16][CH:15]=[CH:14][CH:13]=1)[C:21]1[CH:26]=[CH:25][CH:24]=[CH:23][CH:22]=1, predict the reactants needed to synthesize it. The reactants are: [C:1]1([N:7]2[C:11]([C:12]3[CH:17]=[CH:16][CH:15]=[CH:14][CH:13]=3)=[C:10]([CH:18]=O)[N:9]=[N:8]2)[CH:6]=[CH:5][CH:4]=[CH:3][CH:2]=1.[CH2:20]([C@H:27]1[NH:32][CH2:31][CH2:30][N:29](C(OC(C)(C)C)=O)[CH2:28]1)[C:21]1[CH:26]=[CH:25][CH:24]=[CH:23][CH:22]=1.C(O[BH-](OC(=O)C)OC(=O)C)(=O)C.[Na+].C(=O)(O)[O-].[Na+]. (2) The reactants are: [Cl-].[NH4+].C(O)(=O)C.[CH3:7][N:8]1[C:16]2[C:11](=[CH:12][C:13]([N+:17]([O-])=O)=[CH:14][CH:15]=2)[CH:10]=[N:9]1.C(OCC)(=O)C. Given the product [CH3:7][N:8]1[C:16]2[C:11](=[CH:12][C:13]([NH2:17])=[CH:14][CH:15]=2)[CH:10]=[N:9]1, predict the reactants needed to synthesize it.